This data is from Catalyst prediction with 721,799 reactions and 888 catalyst types from USPTO. The task is: Predict which catalyst facilitates the given reaction. (1) Reactant: [N+:1]([C:4]1[CH:9]=[CH:8][C:7]([N:10]2[CH2:15][CH2:14][CH:13]([C:16]3[O:20][C:19](=[O:21])[NH:18][N:17]=3)[CH2:12][CH2:11]2)=[CH:6][CH:5]=1)([O-:3])=[O:2].CI.[C:24]([O-])([O-])=O.[K+].[K+]. Product: [CH3:24][N:18]1[N:17]=[C:16]([CH:13]2[CH2:14][CH2:15][N:10]([C:7]3[CH:6]=[CH:5][C:4]([N+:1]([O-:3])=[O:2])=[CH:9][CH:8]=3)[CH2:11][CH2:12]2)[O:20][C:19]1=[O:21]. The catalyst class is: 3. (2) Reactant: [CH2:1]1[C:8]2[C:7]3[CH:9]=[C:10]([NH2:13])[CH:11]=[CH:12][C:6]=3[O:5][C:4]=2[CH2:3][CH2:2]1.[C:14](Cl)(=[O:19])[CH2:15][CH:16]([CH3:18])[CH3:17]. Product: [CH2:1]1[C:8]2[C:7]3[CH:9]=[C:10]([NH:13][C:14](=[O:19])[CH2:15][CH:16]([CH3:18])[CH3:17])[CH:11]=[CH:12][C:6]=3[O:5][C:4]=2[CH2:3][CH2:2]1. The catalyst class is: 17. (3) Reactant: CN(C(ON1N=N[C:11]2[CH:12]=[CH:13][CH:14]=[N:15][C:10]1=2)=[N+](C)C)C.F[P-](F)(F)(F)(F)F.[CH3:25][N:26]([CH:28]=[O:29])[CH3:27].[CH3:30][S:31]([C:34]1[CH:39]=[CH:38][C:37]([N:40]2[C:44]3=[N:45][CH:46]=[N:47][C:48]([O:49][CH:50]4[CH2:55]CNC[CH2:51]4)=[C:43]3[CH:42]=[N:41]2)=[CH:36][CH:35]=1)(=[O:33])=[O:32]. Product: [C:43]([C:10]1[N:15]=[CH:14][C:13]([C:28]([N:26]2[CH2:27][CH2:55][CH:50]([O:49][C:48]3[N:47]=[CH:46][N:45]=[C:44]4[N:40]([C:37]5[CH:36]=[CH:35][C:34]([S:31]([CH3:30])(=[O:32])=[O:33])=[CH:39][CH:38]=5)[N:41]=[CH:42][C:43]=34)[CH2:51][CH2:25]2)=[O:29])=[CH:12][CH:11]=1)([CH3:44])([CH3:48])[CH3:42]. The catalyst class is: 66. (4) Reactant: [Cl:1][C:2]1[C:3]([O:11][C:12]2[CH:17]=[CH:16][C:15]([Cl:18])=[CH:14][C:13]=2[C:19]2[N:23]([CH3:24])[N:22]=[CH:21][CH:20]=2)=[CH:4][C:5]([F:10])=[C:6]([CH:9]=1)[C:7]#[N:8].OO.C(=O)([O-])[O-:28].[K+].[K+]. Product: [Cl:1][C:2]1[C:3]([O:11][C:12]2[CH:17]=[CH:16][C:15]([Cl:18])=[CH:14][C:13]=2[C:19]2[N:23]([CH3:24])[N:22]=[CH:21][CH:20]=2)=[CH:4][C:5]([F:10])=[C:6]([CH:9]=1)[C:7]([NH2:8])=[O:28]. The catalyst class is: 16. (5) Reactant: [Cl:1][C:2]1[C:3]([CH3:23])=[C:4]([N:8]([S:13]([C:16]2[CH:21]=[CH:20][C:19]([CH3:22])=[CH:18][CH:17]=2)(=[O:15])=[O:14])[CH2:9][C:10](O)=[O:11])[CH:5]=[CH:6][CH:7]=1.[CH3:24][O:25][C:26]1[CH:33]=[CH:32][C:29]([CH2:30][NH2:31])=[CH:28][CH:27]=1.C1C=CC2N(O)N=NC=2C=1.CCN=C=NCCCN(C)C. Product: [Cl:1][C:2]1[C:3]([CH3:23])=[C:4]([N:8]([S:13]([C:16]2[CH:21]=[CH:20][C:19]([CH3:22])=[CH:18][CH:17]=2)(=[O:15])=[O:14])[CH2:9][C:10]([NH:31][CH2:30][C:29]2[CH:32]=[CH:33][C:26]([O:25][CH3:24])=[CH:27][CH:28]=2)=[O:11])[CH:5]=[CH:6][CH:7]=1. The catalyst class is: 18. (6) Product: [Cl:1][C:2]1[CH:3]=[C:4]2[C:5]([C:8]([C:10]3[CH:15]=[CH:14][C:13]([F:16])=[CH:12][CH:11]=3)=[CH:21][C:20](=[O:19])[O:17]2)=[CH:6][CH:7]=1. Reactant: [Cl:1][C:2]1[CH:7]=[CH:6][C:5]([C:8]([C:10]2[CH:15]=[CH:14][C:13]([F:16])=[CH:12][CH:11]=2)=O)=[C:4]([OH:17])[CH:3]=1.C[O:19][C:20](=O)[CH:21]=P(C1C=CC=CC=1)(C1C=CC=CC=1)C1C=CC=CC=1.[Cl-].[NH4+]. The catalyst class is: 11. (7) Product: [C:9](/[C:11](/[CH3:2])=[CH:12]/[C:13]1[CH:14]=[C:15]([CH:20]=[CH:21][CH:22]=1)[C:16]([O:18][CH3:19])=[O:17])#[N:10]. The catalyst class is: 16. Reactant: [I-].[CH3:2][S+](C)(C)=O.[H-].[Na+].[C:9](/[CH:11]=[CH:12]/[C:13]1[CH:14]=[C:15]([CH:20]=[CH:21][CH:22]=1)[C:16]([O:18][CH3:19])=[O:17])#[N:10].[Cl-].[NH4+].